From a dataset of Catalyst prediction with 721,799 reactions and 888 catalyst types from USPTO. Predict which catalyst facilitates the given reaction. Reactant: [C:1]([C:4]1[CH:5]=[C:6]([C:30]2[CH:35]=[CH:34][C:33]([CH2:36][N:37]3[CH2:42][CH2:41][O:40][CH2:39][CH2:38]3)=[C:32]([CH3:43])[CH:31]=2)[CH:7]=[C:8]2[C:16]=1[NH:15][C:14]1[CH:13]=[C:12]([C:17]3[CH2:22][CH2:21][N:20](C(OC(C)(C)C)=O)[CH2:19][CH:18]=3)[CH:11]=[CH:10][C:9]2=1)(=[O:3])[NH2:2].[C:44]([OH:50])([C:46]([F:49])([F:48])[F:47])=[O:45]. Product: [CH3:43][C:32]1[CH:31]=[C:30]([C:6]2[CH:5]=[C:4]([C:1]([NH2:2])=[O:3])[C:16]3[NH:15][C:14]4[C:9]([C:8]=3[CH:7]=2)=[CH:10][CH:11]=[C:12]([C:17]2[CH2:22][CH2:21][NH:20][CH2:19][CH:18]=2)[CH:13]=4)[CH:35]=[CH:34][C:33]=1[CH2:36][N:37]1[CH2:42][CH2:41][O:40][CH2:39][CH2:38]1.[C:44]([OH:50])([C:46]([F:49])([F:48])[F:47])=[O:45]. The catalyst class is: 26.